Dataset: Full USPTO retrosynthesis dataset with 1.9M reactions from patents (1976-2016). Task: Predict the reactants needed to synthesize the given product. (1) Given the product [CH3:10][O:11][CH2:12][C:13](=[O:14])[CH2:6][C:5](=[O:7])[C:4]([CH3:9])([CH3:8])[CH3:3], predict the reactants needed to synthesize it. The reactants are: [NH2-].[Na+].[CH3:3][C:4]([CH3:9])([CH3:8])[C:5](=[O:7])[CH3:6].[CH3:10][O:11][CH2:12][C:13](OC)=[O:14].O. (2) Given the product [Cl:25][C:11]1[CH:10]=[N:9][CH:8]=[C:7]([Cl:6])[C:12]=1[NH:13][C:14]([C:16]1[CH:24]=[C:23]2[C:19]([C:20]([CH:28]=[O:29])=[CH:21][NH:22]2)=[CH:18][CH:17]=1)=[O:15], predict the reactants needed to synthesize it. The reactants are: P(Cl)(Cl)(Cl)=O.[Cl:6][C:7]1[CH:8]=[N:9][CH:10]=[C:11]([Cl:25])[C:12]=1[NH:13][C:14]([C:16]1[CH:24]=[C:23]2[C:19]([CH:20]=[CH:21][NH:22]2)=[CH:18][CH:17]=1)=[O:15].CN(C)[CH:28]=[O:29]. (3) Given the product [CH3:1][O:2][C:3]([C:5]1[CH:6]=[C:7]([OH:17])[CH:8]=[C:9]2[O:13][C:12]([CH3:14])([CH3:15])[CH2:11][C:10]=12)=[O:4], predict the reactants needed to synthesize it. The reactants are: [CH3:1][O:2][C:3]([C:5]1[CH:6]=[C:7]([OH:17])[C:8](Br)=[C:9]2[O:13][C:12]([CH3:15])([CH3:14])[CH2:11][C:10]=12)=[O:4].OCC1(OC[C@@H](O)[C@@H](O)[C@H]1O)O. (4) Given the product [C:3]12([CH2:13][C:14]([NH:16][C:17]3[C:26]([CH3:27])=[CH:25][CH:24]=[C:23]4[C:18]=3[CH:19]=[CH:20][C:21]([N:28]3[CH2:29][CH2:30][CH:31]([NH:34][CH2:44][CH2:43][O:42][Si:35]([C:38]([CH3:41])([CH3:40])[CH3:39])([CH3:37])[CH3:36])[CH2:32][CH2:33]3)=[N:22]4)=[O:15])[CH2:4][CH:5]3[CH2:6][CH:7]([CH2:8][CH:9]([CH2:11]3)[CH2:10]1)[CH2:12]2, predict the reactants needed to synthesize it. The reactants are: Cl.Cl.[C:3]12([CH2:13][C:14]([NH:16][C:17]3[C:26]([CH3:27])=[CH:25][CH:24]=[C:23]4[C:18]=3[CH:19]=[CH:20][C:21]([N:28]3[CH2:33][CH2:32][CH:31]([NH2:34])[CH2:30][CH2:29]3)=[N:22]4)=[O:15])[CH2:12][CH:7]3[CH2:8][CH:9]([CH2:11][CH:5]([CH2:6]3)[CH2:4]1)[CH2:10]2.[Si:35]([O:42][CH2:43][CH:44]=O)([C:38]([CH3:41])([CH3:40])[CH3:39])([CH3:37])[CH3:36].C(O[BH-](OC(=O)C)OC(=O)C)(=O)C.[Na+].C(=O)(O)[O-].[Na+]. (5) Given the product [F:20][CH2:21][CH2:22][N:23]([C:2]1[CH:7]=[CH:6][N:5]2[CH:8]=[C:9]([C:11]3[CH:16]=[CH:15][C:14]([O:17][CH3:18])=[CH:13][CH:12]=3)[N:10]=[C:4]2[CH:3]=1)[CH3:24], predict the reactants needed to synthesize it. The reactants are: Br[C:2]1[CH:7]=[CH:6][N:5]2[CH:8]=[C:9]([C:11]3[CH:16]=[CH:15][C:14]([O:17][CH3:18])=[CH:13][CH:12]=3)[N:10]=[C:4]2[CH:3]=1.Cl.[F:20][CH2:21][CH2:22][NH:23][CH3:24].